Task: Predict the reactants needed to synthesize the given product.. Dataset: Full USPTO retrosynthesis dataset with 1.9M reactions from patents (1976-2016) (1) Given the product [O:25]1[CH2:26][CH2:27][O:28][CH:24]1[CH2:23][N:3]1[CH:4]=[CH:5][C:6]2[C:11](=[CH:10][C:9]([C:12]([O:14][CH3:15])=[O:13])=[CH:8][CH:7]=2)[C:2]1=[O:1], predict the reactants needed to synthesize it. The reactants are: [O:1]=[C:2]1[C:11]2[C:6](=[CH:7][CH:8]=[C:9]([C:12]([O:14][CH3:15])=[O:13])[CH:10]=2)[CH:5]=[CH:4][NH:3]1.C(=O)([O-])[O-].[K+].[K+].Br[CH2:23][CH:24]1[O:28][CH2:27][CH2:26][O:25]1.O. (2) Given the product [Cl:21][C:18]1[CH:17]=[CH:16][C:15]([C:10]2[CH2:11][CH:12]3[NH:7][CH:8]([CH2:14][CH2:13]3)[CH:9]=2)=[CH:20][CH:19]=1, predict the reactants needed to synthesize it. The reactants are: ClC(Cl)(Cl)COC([N:7]1[CH:12]2[CH2:13][CH2:14][CH:8]1[CH:9]=[C:10]([C:15]1[CH:20]=[CH:19][C:18]([Cl:21])=[CH:17][CH:16]=1)[CH2:11]2)=O. (3) Given the product [Cl:1][C:2]1[CH:3]=[CH:4][C:5]2[N:28]3[CH:29]=[CH:30][CH:31]=[C:27]3[C:8]3([CH2:9][CH2:10][N:11]([C:14]([C:16]4[CH:21]=[CH:20][C:19]([CH2:22][CH2:23][OH:24])=[C:18]([O:25][CH3:26])[CH:17]=4)=[O:15])[CH2:12][CH2:13]3)[O:7][C:6]=2[CH:32]=1, predict the reactants needed to synthesize it. The reactants are: [Cl:1][C:2]1[CH:3]=[CH:4][C:5]2[N:28]3[CH:29]=[CH:30][CH:31]=[C:27]3[C:8]3([CH2:13][CH2:12][N:11]([C:14]([C:16]4[CH:21]=[CH:20][C:19]([CH2:22][CH:23]=[O:24])=[C:18]([O:25][CH3:26])[CH:17]=4)=[O:15])[CH2:10][CH2:9]3)[O:7][C:6]=2[CH:32]=1.[BH4-].[Na+]. (4) Given the product [CH3:11][S:8]([O:14][CH2:15][CH2:16][CH2:17][O:18][C:19]1[CH:20]=[CH:21][C:22]2[C:27](=[C:26]([CH2:29][CH2:30][NH:31][C:32](=[O:34])[CH3:33])[CH:25]=[CH:24][CH:23]=2)[CH:28]=1)(=[O:10])=[O:9], predict the reactants needed to synthesize it. The reactants are: C(N(CC)CC)C.[S:8](Cl)([CH3:11])(=[O:10])=[O:9].O.[OH:14][CH2:15][CH2:16][CH2:17][O:18][C:19]1[CH:28]=[C:27]2[C:22]([CH:23]=[CH:24][CH:25]=[C:26]2[CH2:29][CH2:30][NH:31][C:32](=[O:34])[CH3:33])=[CH:21][CH:20]=1. (5) Given the product [CH2:15]([C:11]1([CH2:17][CH2:18][OH:19])[C:8]2[NH:9][C:10]3[C:6]([C:7]=2[CH2:14][CH2:13][O:12]1)=[CH:5][C:4]([CH:20]([CH3:22])[CH3:21])=[CH:3][C:2]=3[C:28]1[CH:27]=[CH:26][C:25]([C:33]2[CH:34]=[CH:35][CH:36]=[CH:37][CH:38]=2)=[C:24]([F:23])[CH:29]=1)[CH3:16], predict the reactants needed to synthesize it. The reactants are: Br[C:2]1[CH:3]=[C:4]([CH:20]([CH3:22])[CH3:21])[CH:5]=[C:6]2[C:10]=1[NH:9][C:8]1[C:11]([CH2:17][CH2:18][OH:19])([CH2:15][CH3:16])[O:12][CH2:13][CH2:14][C:7]2=1.[F:23][C:24]1[CH:29]=[C:28](B(O)O)[CH:27]=[CH:26][C:25]=1[C:33]1[CH:38]=[CH:37][CH:36]=[CH:35][CH:34]=1. (6) Given the product [C:51]([OH:58])(=[O:57])/[CH:52]=[CH:53]/[C:54]([OH:56])=[O:55].[C:28]([C:25]([CH3:26])([CH3:27])[CH2:24][NH:23][C:22](=[O:31])[C@H:18]([CH:19]([CH3:20])[CH3:21])[CH2:17][C@H:16]([OH:32])[C@@H:15]([NH2:14])[CH2:33][N:34]1[CH2:39][C:38](=[O:40])[N:37]([C:41]2[CH:46]=[CH:45][CH:44]=[CH:43][C:42]=2[Cl:47])[CH2:36][C:35]1([CH3:48])[CH3:49])(=[O:30])[NH2:29].[NH2:87][C@@H:69]([CH2:70][N:71]1[CH2:76][C:75](=[O:77])[N:74]([C:78]2[CH:83]=[CH:82][CH:81]=[CH:80][C:79]=2[Cl:84])[CH2:73][C:72]1([CH3:85])[CH3:86])[C@@H:68]([OH:88])[CH2:67][C@@H:66]([CH:89]([CH3:90])[CH3:91])[C:65]([NH:64][CH2:63][C:62]([CH3:94])([C:59](=[O:61])[NH2:60])[CH3:93])=[O:92], predict the reactants needed to synthesize it. The reactants are: FC(F)(F)C(O)=O.C(OC(=O)[NH:14][C@@H:15]([CH2:33][N:34]1[CH2:39][C:38](=[O:40])[N:37]([C:41]2[CH:46]=[CH:45][CH:44]=[CH:43][C:42]=2[Cl:47])[CH2:36][C:35]1([CH3:49])[CH3:48])[C@@H:16]([OH:32])[CH2:17][C@H:18]([C:22](=[O:31])[NH:23][CH2:24][C:25]([C:28](=[O:30])[NH2:29])([CH3:27])[CH3:26])[CH:19]([CH3:21])[CH3:20])(C)(C)C.[C:51]([OH:58])(=[O:57])/[CH:52]=[CH:53]/[C:54]([OH:56])=[O:55].[C:59]([C:62]([CH3:94])([CH3:93])[CH2:63][NH:64][C:65](=[O:92])[C@H:66]([CH:89]([CH3:91])[CH3:90])[CH2:67][C@H:68]([OH:88])[C@@H:69]([NH2:87])[CH2:70][N:71]1[CH2:76][C:75](=[O:77])[N:74]([C:78]2[CH:83]=[CH:82][CH:81]=[CH:80][C:79]=2[Cl:84])[CH2:73][C:72]1([CH3:86])[CH3:85])(=[O:61])[NH2:60].